Dataset: Peptide-MHC class I binding affinity with 185,985 pairs from IEDB/IMGT. Task: Regression. Given a peptide amino acid sequence and an MHC pseudo amino acid sequence, predict their binding affinity value. This is MHC class I binding data. (1) The binding affinity (normalized) is 0. The MHC is Mamu-B01 with pseudo-sequence Mamu-B01. The peptide sequence is QTGGFFRPWSM. (2) The peptide sequence is KSDGTGTIY. The MHC is HLA-A11:01 with pseudo-sequence HLA-A11:01. The binding affinity (normalized) is 0.0847. (3) The peptide sequence is LFSIFYKDYW. The MHC is Mamu-B17 with pseudo-sequence Mamu-B17. The binding affinity (normalized) is 0.658. (4) The peptide sequence is YLYPWSLGL. The MHC is HLA-A02:19 with pseudo-sequence HLA-A02:19. The binding affinity (normalized) is 0.770. (5) The peptide sequence is LYDVIPVTY. The MHC is HLA-A32:01 with pseudo-sequence HLA-A32:01. The binding affinity (normalized) is 0.